Task: Predict the product of the given reaction.. Dataset: Forward reaction prediction with 1.9M reactions from USPTO patents (1976-2016) (1) Given the reactants I[C:2]1[CH:3]=[C:4]([C:10]2[CH:15]=[CH:14][C:13]([C:16]([O:18][CH3:19])=[O:17])=[CH:12][C:11]=2[CH3:20])[CH:5]=[CH:6][C:7]=1[O:8][CH3:9].[B:21]1([B:21]2[O:25][C:24]([CH3:27])([CH3:26])[C:23]([CH3:29])([CH3:28])[O:22]2)[O:25][C:24]([CH3:27])([CH3:26])[C:23]([CH3:29])([CH3:28])[O:22]1.C([O-])(=O)C.[K+].O1CCOCC1, predict the reaction product. The product is: [CH3:9][O:8][C:7]1[CH:6]=[CH:5][C:4]([C:10]2[CH:15]=[CH:14][C:13]([C:16]([O:18][CH3:19])=[O:17])=[CH:12][C:11]=2[CH3:20])=[CH:3][C:2]=1[B:21]1[O:25][C:24]([CH3:27])([CH3:26])[C:23]([CH3:29])([CH3:28])[O:22]1. (2) Given the reactants Cl[C:2]1[N:7]=[CH:6][C:5]([C:8]#[C:9][C:10]2[CH:11]=[C:12]([NH2:16])[CH:13]=[CH:14][CH:15]=2)=[CH:4][N:3]=1.Cl.[CH2:18]([O:20][CH2:21][CH3:22])[CH3:19], predict the reaction product. The product is: [NH2:16][C:12]1[CH:11]=[C:10]([C:9]#[C:8][C:5]2[CH:4]=[N:3][C:2]([NH:3][CH2:4][CH2:5][CH2:6][N:7]3[CH2:22][CH2:21][O:20][CH2:18][CH2:19]3)=[N:7][CH:6]=2)[CH:15]=[CH:14][CH:13]=1. (3) The product is: [CH3:20][O:19][C:13]1[CH:12]=[C:11]([C:9]2[O:10][C:3]3[C:4](=[N:5][CH:6]=[CH:7][C:2]=3[C:28]3[C:22]([CH3:21])=[C:23]([CH:25]=[CH:26][CH:27]=3)[NH2:24])[CH:8]=2)[CH:16]=[CH:15][C:14]=1[O:17][CH3:18]. Given the reactants Cl[C:2]1[CH:7]=[CH:6][N:5]=[C:4]2[CH:8]=[C:9]([C:11]3[CH:16]=[CH:15][C:14]([O:17][CH3:18])=[C:13]([O:19][CH3:20])[CH:12]=3)[O:10][C:3]=12.[CH3:21][C:22]1[C:28](B2OC(C)(C)C(C)(C)O2)=[CH:27][CH:26]=[CH:25][C:23]=1[NH2:24], predict the reaction product. (4) Given the reactants [NH2:1][C:2]1[CH:3]=[N:4][CH:5]=[CH:6][C:7]=1[NH2:8].[CH:9]1([C:13](O)=O)[CH2:12][CH2:11][CH2:10]1.N, predict the reaction product. The product is: [CH:9]1([C:13]2[NH:8][C:7]3[CH:6]=[CH:5][N:4]=[CH:3][C:2]=3[N:1]=2)[CH2:12][CH2:11][CH2:10]1. (5) Given the reactants [C:1]([CH2:4][CH2:5][C:6]1[C:10]([CH3:11])=[C:9]([CH:12]=O)[NH:8][C:7]=1[CH3:14])([OH:3])=[O:2].[CH3:15][O:16][C:17]1[CH:18]=[C:19]([C:23]2[CH:31]=[C:30]3[C:26]([CH2:27][C:28](=[O:32])[NH:29]3)=[CH:25][CH:24]=2)[CH:20]=[CH:21][CH:22]=1, predict the reaction product. The product is: [CH3:15][O:16][C:17]1[CH:18]=[C:19]([C:23]2[CH:31]=[C:30]3[C:26]([C:27](=[CH:12][C:9]4[NH:8][C:7]([CH3:14])=[C:6]([CH2:5][CH2:4][C:1]([OH:3])=[O:2])[C:10]=4[CH3:11])[C:28](=[O:32])[NH:29]3)=[CH:25][CH:24]=2)[CH:20]=[CH:21][CH:22]=1.